Regression. Given a peptide amino acid sequence and an MHC pseudo amino acid sequence, predict their binding affinity value. This is MHC class I binding data. From a dataset of Peptide-MHC class I binding affinity with 185,985 pairs from IEDB/IMGT. (1) The peptide sequence is ILAKDFLLV. The MHC is HLA-A02:03 with pseudo-sequence HLA-A02:03. The binding affinity (normalized) is 0.958. (2) The peptide sequence is LGQKFEEI. The MHC is H-2-Kb with pseudo-sequence H-2-Kb. The binding affinity (normalized) is 0.0735. (3) The peptide sequence is KINQIIHDF. The MHC is HLA-A02:01 with pseudo-sequence HLA-A02:01. The binding affinity (normalized) is 0. (4) The peptide sequence is YMPYVFTLL. The MHC is HLA-A30:02 with pseudo-sequence HLA-A30:02. The binding affinity (normalized) is 0. (5) The peptide sequence is LSEEANWAF. The MHC is HLA-A02:06 with pseudo-sequence HLA-A02:06. The binding affinity (normalized) is 0.635.